This data is from Full USPTO retrosynthesis dataset with 1.9M reactions from patents (1976-2016). The task is: Predict the reactants needed to synthesize the given product. (1) Given the product [C:1]([O:5][C:6](=[O:35])[CH2:7][C@H:8]1[CH2:13][C@@H:12]([CH2:14][CH2:15][N:16]2[C:20]([CH:21]([CH3:23])[CH3:22])=[C:19]([CH:24]=[O:25])[N:18]=[C:17]2[C:26]2[CH:27]=[CH:28][C:29]([F:32])=[CH:30][CH:31]=2)[O:11][C:10]([CH3:33])([CH3:34])[O:9]1)([CH3:2])([CH3:3])[CH3:4], predict the reactants needed to synthesize it. The reactants are: [C:1]([O:5][C:6](=[O:35])[CH2:7][C@H:8]1[CH2:13][C@@H:12]([CH2:14][CH2:15][N:16]2[C:20]([CH:21]([CH3:23])[CH3:22])=[C:19]([CH2:24][OH:25])[N:18]=[C:17]2[C:26]2[CH:31]=[CH:30][C:29]([F:32])=[CH:28][CH:27]=2)[O:11][C:10]([CH3:34])([CH3:33])[O:9]1)([CH3:4])([CH3:3])[CH3:2].CCOC(C)=O. (2) Given the product [Cl:1][C:2]1[CH:7]=[CH:6][C:5]([C:8]2[CH:9]=[CH:10][N:11]=[CH:12][C:13]=2[CH:14]([OH:15])[CH3:17])=[C:4]([F:16])[CH:3]=1, predict the reactants needed to synthesize it. The reactants are: [Cl:1][C:2]1[CH:7]=[CH:6][C:5]([C:8]2[C:13]([CH:14]=[O:15])=[CH:12][N:11]=[CH:10][CH:9]=2)=[C:4]([F:16])[CH:3]=1.[CH3:17][Mg]Br. (3) Given the product [Cl:1][C:2]1[CH:3]=[C:4]([O:13][CH:14]2[CH2:15][CH2:16][N:17]([C:20]3[CH:25]=[CH:24][N:23]=[CH:22][N:21]=3)[CH2:18][CH2:19]2)[C:5]([CH3:12])=[C:6]([CH:11]=1)[C:7]([OH:9])=[O:8], predict the reactants needed to synthesize it. The reactants are: [Cl:1][C:2]1[CH:3]=[C:4]([O:13][CH:14]2[CH2:19][CH2:18][N:17]([C:20]3[CH:25]=[CH:24][N:23]=[CH:22][N:21]=3)[CH2:16][CH2:15]2)[C:5]([CH3:12])=[C:6]([CH:11]=1)[C:7]([O:9]C)=[O:8].[OH-].[Na+].Cl. (4) Given the product [NH2:14][CH2:13][C:15]1[N:16]=[CH:17][C:18]([NH:1][C:2]2[CH:7]=[CH:6][C:5]([CH3:8])=[CH:4][C:3]=2[C:9]([F:10])([F:11])[F:12])=[CH:19][CH:20]=1, predict the reactants needed to synthesize it. The reactants are: [NH2:1][C:2]1[CH:7]=[CH:6][C:5]([CH3:8])=[CH:4][C:3]=1[C:9]([F:12])([F:11])[F:10].[C:13]([C:15]1[CH:20]=[CH:19][C:18](F)=[CH:17][N:16]=1)#[N:14]. (5) Given the product [CH:1]1([NH:4][C:5]([C:7]2[CH:8]=[CH:9][C:10]([CH3:31])=[C:11]([C:13]3[C:14]([C:27]([OH:29])=[O:28])=[CH:15][C:16]([C:19]([NH:21][CH2:22][C:23]([CH3:25])([CH3:26])[CH3:24])=[O:20])=[CH:17][CH:18]=3)[CH:12]=2)=[O:6])[CH2:3][CH2:2]1, predict the reactants needed to synthesize it. The reactants are: [CH:1]1([NH:4][C:5]([C:7]2[CH:8]=[CH:9][C:10]([CH3:31])=[C:11]([C:13]3[C:14]([C:27]([O:29]C)=[O:28])=[CH:15][C:16]([C:19]([NH:21][CH2:22][C:23]([CH3:26])([CH3:25])[CH3:24])=[O:20])=[CH:17][CH:18]=3)[CH:12]=2)=[O:6])[CH2:3][CH2:2]1.[OH-].[K+].C(O)(=O)C. (6) The reactants are: [CH3:1][O:2][C:3]1[CH:4]=[C:5]([CH:30]=[CH:31][C:32]=1[O:33][CH2:34][C:35]1[N:36]=[C:37]([C:42]2[CH:47]=[CH:46][CH:45]=[CH:44][CH:43]=2)[O:38][C:39]=1[CH2:40]C)[C:6]([NH:8][C:9]1[C:13](/[CH:14]=[CH:15]/[P:16](=[O:23])([O:20][CH2:21][CH3:22])[O:17][CH2:18][CH3:19])=[CH:12][N:11]([C:24]2[CH:29]=[CH:28][CH:27]=[CH:26][CH:25]=2)[N:10]=1)=[O:7].[H-].[Na+].[CH3:50]N(C)C=O.CI. Given the product [CH3:1][O:2][C:3]1[CH:4]=[C:5]([CH:30]=[CH:31][C:32]=1[O:33][CH2:34][C:35]1[N:36]=[C:37]([C:42]2[CH:47]=[CH:46][CH:45]=[CH:44][CH:43]=2)[O:38][C:39]=1[CH3:40])[C:6]([N:8]([CH3:50])[C:9]1[C:13](/[CH:14]=[CH:15]/[P:16](=[O:23])([O:20][CH2:21][CH3:22])[O:17][CH2:18][CH3:19])=[CH:12][N:11]([C:24]2[CH:29]=[CH:28][CH:27]=[CH:26][CH:25]=2)[N:10]=1)=[O:7], predict the reactants needed to synthesize it.